This data is from Full USPTO retrosynthesis dataset with 1.9M reactions from patents (1976-2016). The task is: Predict the reactants needed to synthesize the given product. (1) Given the product [CH2:28]([O:16][C:15]([C:14]1[CH:18]=[C:19]2[C:11](=[CH:12][CH:13]=1)[C:10](=[O:21])[O:20][CH2:25]2)=[O:17])[CH2:29][CH2:30][CH3:31], predict the reactants needed to synthesize it. The reactants are: OS(O)(=O)=O.O=S(=O)=O.[C:10]([OH:21])(=[O:20])[C:11]1[CH:19]=[CH:18][C:14]([C:15]([OH:17])=[O:16])=[CH:13][CH:12]=1.O1CC[CH2:25]OO1.[CH2:28](O)[CH2:29][CH2:30][CH3:31]. (2) Given the product [NH2:1][C:2]1[CH:10]=[CH:9][C:5]([C:6]([NH:43][C:38]2[CH:39]=[CH:40][C:41]([CH3:42])=[C:36]([CH3:35])[CH:37]=2)=[O:8])=[CH:4][C:3]=1[N+:11]([O-:13])=[O:12], predict the reactants needed to synthesize it. The reactants are: [NH2:1][C:2]1[CH:10]=[CH:9][C:5]([C:6]([OH:8])=O)=[CH:4][C:3]=1[N+:11]([O-:13])=[O:12].C1C=CC2N(O)N=NC=2C=1.CCN=C=NCCCN(C)C.[CH3:35][C:36]1[CH:37]=[C:38]([NH2:43])[CH:39]=[CH:40][C:41]=1[CH3:42].CCN(C(C)C)C(C)C. (3) Given the product [C:1]([O:4][CH2:5][CH2:6][C:7]1[CH:12]=[CH:11][C:10]([C:17]2[C:16]([CH:14]=[O:15])=[CH:21][CH:20]=[CH:19][CH:18]=2)=[CH:9][CH:8]=1)(=[O:3])[CH3:2], predict the reactants needed to synthesize it. The reactants are: [C:1]([O:4][CH2:5][CH2:6][C:7]1[CH:12]=[CH:11][C:10](Br)=[CH:9][CH:8]=1)(=[O:3])[CH3:2].[CH:14]([C:16]1[CH:21]=[CH:20][CH:19]=[CH:18][C:17]=1B(O)O)=[O:15].[F-].[Cs+].